This data is from Experimentally validated miRNA-target interactions with 360,000+ pairs, plus equal number of negative samples. The task is: Binary Classification. Given a miRNA mature sequence and a target amino acid sequence, predict their likelihood of interaction. (1) Result: 0 (no interaction). The protein sequence of the target gene is MSQPPPPPPPLPPPPPPPEAPQTPSSLASAAASGGLLKRRDRRILSGSCPDPKCQARLFFPASGSVSIECTECGQRHEQQQLLGVEEVTDPDVVLHNLLRNALLGVTGAPKKNTELVKVMGLSNYHCKLLSPILARYGMDKQTGRAKLLRDMNQGELFDCALLGDRAFLIEPEHVNTVGYGKDRSGSLLYLHDTLEDIKRANKSQECLIPVHVDGDGHCLVHAVSRALVGRELFWHALRENLKQHFQQHLARYQALFHDFIDAAEWEDIINECDPLFVPPEGVPLGLRNIHIFGLANVLH.... The miRNA is hsa-miR-324-5p with sequence CGCAUCCCCUAGGGCAUUGGUG. (2) The miRNA is hsa-miR-6715b-5p with sequence ACAGGCACGACUGGUUUGGCA. The protein sequence of the target gene is MAVPWEEYFRLALQEKLSTKLPEQAEDHVPPVLRLLEKRQELVDADQALQAQKEVFRTKTAALKQRWEQLEQKERELKGSFIRFDKFLQDSEARRNRALRRAAEERHQAGRREVEALRLWTQLQELRREHARLQRRLKRLEPCARLLEQALELLPGFQEVPELVARFDGLAETQAALRLREREQLAELEAARARLQQLRDAWPDEVLAQGQRRAQLQERLEAARERTLQWESKWIQIQNTAAEKTLLLGRSRMAVLNLFQLVCQHQGQPPTLDIEDTEGQLEHVKLFMQDLSAMLAGLGQ.... Result: 1 (interaction).